This data is from Forward reaction prediction with 1.9M reactions from USPTO patents (1976-2016). The task is: Predict the product of the given reaction. Given the reactants [CH3:1]C1C=CC=C(C)C=1O.[OH:10][C:11]1[CH:16]=[CH:15][C:14]([N:17]2[C:21](=[O:22])[N:20]([C:23]3[CH:28]=[CH:27][CH:26]=[CH:25][CH:24]=3)[C:19](=[O:29])[NH:18]2)=[CH:13][CH:12]=1, predict the reaction product. The product is: [OH:10][C:11]1[CH:12]=[CH:13][C:14]([N:17]2[C:21](=[O:22])[N:20]([C:23]3[CH:28]=[CH:27][CH:26]=[CH:25][CH:24]=3)[C:19](=[O:29])[NH:18]2)=[C:15]([CH3:1])[CH:16]=1.